From a dataset of Forward reaction prediction with 1.9M reactions from USPTO patents (1976-2016). Predict the product of the given reaction. Given the reactants [Cl:1][C:2]1[CH:3]=[N+:4]([O-])[C:5]([CH3:12])=[C:6]([CH:11]=1)[C:7]([O:9]C)=[O:8].FC(F)(F)C(O)=O, predict the reaction product. The product is: [Cl:1][C:2]1[CH:11]=[C:6]2[C:7](=[O:8])[O:9][CH2:12][C:5]2=[N:4][CH:3]=1.